Dataset: Catalyst prediction with 721,799 reactions and 888 catalyst types from USPTO. Task: Predict which catalyst facilitates the given reaction. (1) Reactant: FC(F)(F)[C:3]([OH:5])=[O:4].[F:8][C:9]1[CH:14]=[C:13]([N:15]2[CH:19]=[N:18][N:17]=[N:16]2)[CH:12]=[CH:11][C:10]=1[C:20]1[CH:21]=[CH:22][C:23]2[O:27][C:26]([CH:28]3[CH2:33][CH2:32][NH:31][CH2:30][CH2:29]3)=[N:25][C:24]=2[CH:34]=1.[CH3:35][CH:36](O)[CH2:37][CH3:38]. The catalyst class is: 3. Product: [F:8][C:9]1[CH:14]=[C:13]([N:15]2[CH:19]=[N:18][N:17]=[N:16]2)[CH:12]=[CH:11][C:10]=1[C:20]1[CH:21]=[CH:22][C:23]2[O:27][C:26]([CH:28]3[CH2:29][CH2:30][N:31]([C:3]([O:5][CH:36]([CH2:37][CH3:38])[CH3:35])=[O:4])[CH2:32][CH2:33]3)=[N:25][C:24]=2[CH:34]=1. (2) Reactant: Cl[C:2]1[N:10]=[C:9]2[C:5]([N:6]=[CH:7][NH:8]2)=[C:4]([NH:11][CH:12]2[CH2:17][CH2:16][CH2:15][CH:14]([CH3:18])[CH2:13]2)[N:3]=1.[CH3:19][N:20]1[CH:24]=[C:23]([NH2:25])[CH:22]=[N:21]1.[Si](Cl)(C)(C)C. Product: [CH3:18][CH:14]1[CH2:15][CH2:16][CH2:17][CH:12]([NH:11][C:4]2[N:3]=[C:2]([NH:25][C:23]3[CH:22]=[N:21][N:20]([CH3:19])[CH:24]=3)[N:10]=[C:9]3[C:5]=2[N:6]=[CH:7][NH:8]3)[CH2:13]1. The catalyst class is: 114. (3) Reactant: C[O:2][C:3]1[CH:8]=[C:7]([C:9]2[CH:10]=[N:11][N:12]([CH3:14])[CH:13]=2)[CH:6]=[CH:5][C:4]=1[C:15]1[S:19][C:18]([N:20]([CH3:31])[CH:21]2[CH2:26][C:25]([CH3:28])([CH3:27])[NH:24][C:23]([CH3:30])([CH3:29])[CH2:22]2)=[N:17][N:16]=1.C([O-])([O-])=O.[Na+].[Na+].C1(S)C=CC=CC=1. Product: [CH3:31][N:20]([CH:21]1[CH2:26][C:25]([CH3:28])([CH3:27])[NH:24][C:23]([CH3:30])([CH3:29])[CH2:22]1)[C:18]1[S:19][C:15]([C:4]2[CH:5]=[CH:6][C:7]([C:9]3[CH:10]=[N:11][N:12]([CH3:14])[CH:13]=3)=[CH:8][C:3]=2[OH:2])=[N:16][N:17]=1. The catalyst class is: 37. (4) Reactant: [C:1]([C:5]1[CH:9]=[C:8]([C:10]([O:12][CH2:13][CH3:14])=[O:11])[NH:7][N:6]=1)([CH3:4])([CH3:3])[CH3:2].C(=O)([O-])[O-].[Cs+].[Cs+].Cl.Cl[CH2:23][CH2:24][N:25]([CH3:27])[CH3:26].CO. Product: [C:1]([C:5]1[CH:9]=[C:8]([C:10]([O:12][CH2:13][CH3:14])=[O:11])[N:7]([CH2:23][CH2:24][N:25]([CH3:27])[CH3:26])[N:6]=1)([CH3:4])([CH3:2])[CH3:3]. The catalyst class is: 91. (5) Reactant: [C:1]([O:5][C:6]([NH:8][C@@H:9]([C:15]1[CH:20]=[CH:19][C:18]([O:21][CH:22]([F:24])[F:23])=[CH:17][CH:16]=1)[CH2:10][C:11](OC)=[O:12])=[O:7])([CH3:4])([CH3:3])[CH3:2].[H-].[H-].[H-].[H-].[Li+].[Al+3]. Product: [F:23][CH:22]([F:24])[O:21][C:18]1[CH:17]=[CH:16][C:15]([C@H:9]([NH:8][C:6](=[O:7])[O:5][C:1]([CH3:2])([CH3:3])[CH3:4])[CH2:10][CH2:11][OH:12])=[CH:20][CH:19]=1. The catalyst class is: 1. (6) Reactant: [CH3:1][C:2]1([CH3:8])[NH:6][C:5](=[O:7])[CH2:4][CH2:3]1.[H-].[Na+].[CH2:11](Br)[C:12]1[CH:17]=[CH:16][CH:15]=[CH:14][CH:13]=1.C(OCC)(=O)C.CCCCCC. Product: [CH2:11]([N:6]1[C:2]([CH3:8])([CH3:1])[CH2:3][CH2:4][C:5]1=[O:7])[C:12]1[CH:17]=[CH:16][CH:15]=[CH:14][CH:13]=1. The catalyst class is: 3. (7) Reactant: [CH:1]([N:4](C(C)C)[CH2:5]C)(C)C.CNC.[N+:13]([C:16]1[CH:21]=[CH:20][C:19]([S:22]([N:25]2[CH2:30][CH2:29][CH:28]([C:31](Cl)=[O:32])[CH2:27][CH2:26]2)(=[O:24])=[O:23])=[CH:18][CH:17]=1)([O-:15])=[O:14]. Product: [CH3:1][N:4]([CH3:5])[C:31]([CH:28]1[CH2:29][CH2:30][N:25]([S:22]([C:19]2[CH:20]=[CH:21][C:16]([N+:13]([O-:15])=[O:14])=[CH:17][CH:18]=2)(=[O:24])=[O:23])[CH2:26][CH2:27]1)=[O:32]. The catalyst class is: 2.